From a dataset of Reaction yield outcomes from USPTO patents with 853,638 reactions. Predict the reaction yield, written as a fraction of the theoretical maximum amount of product (1.0 means a 100% yield; for example, 0.34 means a 34% yield). (1) The reactants are [C:1]([C:3]([CH3:9])([CH3:8])[C:4]([NH:6][NH2:7])=O)#[N:2].CCN(CC)CC.Cl.[C:18](=[NH:27])(OC)[C:19]1[CH:24]=[CH:23][CH:22]=[CH:21][CH:20]=1. The catalyst is CO. The product is [CH3:8][C:3]([C:4]1[NH:6][N:7]=[C:18]([C:19]2[CH:24]=[CH:23][CH:22]=[CH:21][CH:20]=2)[N:27]=1)([CH3:9])[C:1]#[N:2]. The yield is 0.510. (2) The reactants are [O:1]1[C:5]2[CH:6]=[CH:7][CH:8]=[CH:9][C:4]=2[CH:3]=[C:2]1[C:10]([OH:12])=O.[NH2:13][C:14]1[CH:19]=[CH:18][C:17]([N:20]2[C:26](=[O:27])[CH2:25][C:24](=[O:28])[NH:23][C:22]3[C:29]4[C:34]([CH:35]=[CH:36][C:21]2=3)=[CH:33][CH:32]=[CH:31][CH:30]=4)=[CH:16][CH:15]=1.O1C2C=CC=CC=2C=C1C(Cl)=O. No catalyst specified. The product is [O:1]1[C:5]2[CH:6]=[CH:7][CH:8]=[CH:9][C:4]=2[CH:3]=[C:2]1[C:10]([NH:13][C:14]1[CH:19]=[CH:18][C:17]([N:20]2[C:26](=[O:27])[CH2:25][C:24](=[O:28])[NH:23][C:22]3[C:29]4[C:34]([CH:35]=[CH:36][C:21]2=3)=[CH:33][CH:32]=[CH:31][CH:30]=4)=[CH:16][CH:15]=1)=[O:12]. The yield is 1.00. (3) The catalyst is C(Cl)(Cl)Cl.ClCCl. The reactants are [N+:1]([C:4]1[CH:9]=[CH:8][C:7]([S:10]([NH:13][CH:14]([CH2:20][CH:21]=[C:22]2[CH2:27][CH2:26][O:25][CH2:24][CH2:23]2)[C:15]([O:17][CH2:18][CH3:19])=[O:16])(=[O:12])=[O:11])=[CH:6][CH:5]=1)([O-:3])=[O:2].FC(F)(F)S(O)(=O)=O. The product is [N+:1]([C:4]1[CH:9]=[CH:8][C:7]([S:10]([N:13]2[C:22]3([CH2:27][CH2:26][O:25][CH2:24][CH2:23]3)[CH2:21][CH2:20][CH:14]2[C:15]([O:17][CH2:18][CH3:19])=[O:16])(=[O:11])=[O:12])=[CH:6][CH:5]=1)([O-:3])=[O:2]. The yield is 0.790. (4) The reactants are [OH-].[Na+].[CH:3]1([C:9]2[C:17]3[C:12](=[CH:13][C:14]([C:18]([O:20]C)=[O:19])=[CH:15][CH:16]=3)[N:11]([CH3:22])[C:10]=2[C:23]2[CH:28]=[CH:27][CH:26]=[CH:25][C:24]=2[O:29][CH2:30][C:31]([N:33]([CH3:45])[CH2:34][CH2:35][O:36][CH2:37][CH2:38][N:39]([CH3:44])[S:40](=[O:43])(=[O:42])[NH2:41])=[O:32])[CH2:8][CH2:7][CH2:6][CH2:5][CH2:4]1. The catalyst is O.CO.C1COCC1. The product is [CH:3]1([C:9]2[C:17]3[C:12](=[CH:13][C:14]([C:18]([OH:20])=[O:19])=[CH:15][CH:16]=3)[N:11]([CH3:22])[C:10]=2[C:23]2[CH:28]=[CH:27][CH:26]=[CH:25][C:24]=2[O:29][CH2:30][C:31]([N:33]([CH3:45])[CH2:34][CH2:35][O:36][CH2:37][CH2:38][N:39]([CH3:44])[S:40](=[O:42])(=[O:43])[NH2:41])=[O:32])[CH2:4][CH2:5][CH2:6][CH2:7][CH2:8]1. The yield is 0.830.